This data is from Experimentally validated miRNA-target interactions with 360,000+ pairs, plus equal number of negative samples. The task is: Binary Classification. Given a miRNA mature sequence and a target amino acid sequence, predict their likelihood of interaction. (1) The miRNA is hsa-miR-4275 with sequence CCAAUUACCACUUCUUU. The protein sequence of the target gene is MSSVSPIQIPSRLPLLLTHEGVLLPGSTMRTSVDSARNLQLVRSRLLKGTSLQSTILGVIPNTPDPASDAQDLPPLHRIGTAALAVQVVGSNWPKPHYTLLITGLCRFQIVQVLKEKPYPIAEVEQLDRLEEFPNTCKMREELGELSEQFYKYAVQLVEMLDMSVPAVAKLRRLLDSLPREALPDILTSIIRTSNKEKLQILDAVSLEERFKMTIPLLVRQIEGLKLLQKTRKPKQDDDKRVIAIRPIRRITHISGTLEDEDEDEDNDDIVMLEKKIRTSSMPEQAHKVCVKEIKRLKKM.... Result: 0 (no interaction). (2) The miRNA is cel-miR-49-3p with sequence AAGCACCACGAGAAGCUGCAGA. The protein sequence of the target gene is MSAKSAISKEIFAPLDERMLGAVQVKRRTKKKIPFLATGGQGEYLTYICLSVTNKKPTQASITKVKQFEGSTSFVRRSQWMLEQLRQVNGIDPNGDSAEFDLLFENAFDQWVASTASEKCTFFQILHHTCQRYLTDRKPEFINCQSKIMGGNSILHSAADSVTSAVQKASQALNERGERLGRAEEKTEDLKNSAQQFAETAHKLAMKHKC. Result: 0 (no interaction). (3) The miRNA is cel-miR-792-3p with sequence UUGAAAUCUCUUCAACUUUCAGA. The protein sequence of the target gene is MQSTDLGNKESGKIWHRKPSPATRDGIIVNIIHNTSDYHPKVLRFLNVAFDGTGDCLIAGDHQGNIYVFDLHGNRFNLVQRTAQACTALAFNLRRKSEFLVALADYSIKCFDTVTKELVSWMRGHESSVFSISVHASGKYAITTSSDTAQLWDLDTFQRKRKLNIRQSVGIQKVFFLPLSNTILSCFKDNSIFAWECDTLFCKYQLPAPPESSSILYKVFAVTRDGRILAAGGKSNHLHLWCLEARQLFRIIQMPTKVRAIRHLEFLPDSFDAGSNQVLGVLSQDGIMRFINMQTCKLLF.... Result: 0 (no interaction).